This data is from Forward reaction prediction with 1.9M reactions from USPTO patents (1976-2016). The task is: Predict the product of the given reaction. Given the reactants [C:1]([O:5][C:6]([NH:8][C:9]1[O:17][C:16]2[C:11](=[N:12][CH:13]=[C:14]([C:18]3[CH2:19][CH2:20][N:21]([CH3:24])[CH2:22][CH:23]=3)[CH:15]=2)[C:10]=1[C:25]([O:27][CH2:28][CH3:29])=[O:26])=[O:7])([CH3:4])([CH3:3])[CH3:2], predict the reaction product. The product is: [C:1]([O:5][C:6]([NH:8][C:9]1[O:17][C:16]2[C:11](=[N:12][CH:13]=[C:14]([CH:18]3[CH2:19][CH2:20][N:21]([CH3:24])[CH2:22][CH2:23]3)[CH:15]=2)[C:10]=1[C:25]([O:27][CH2:28][CH3:29])=[O:26])=[O:7])([CH3:4])([CH3:3])[CH3:2].